Dataset: CYP2C9 inhibition data for predicting drug metabolism from PubChem BioAssay. Task: Regression/Classification. Given a drug SMILES string, predict its absorption, distribution, metabolism, or excretion properties. Task type varies by dataset: regression for continuous measurements (e.g., permeability, clearance, half-life) or binary classification for categorical outcomes (e.g., BBB penetration, CYP inhibition). Dataset: cyp2c9_veith. (1) The compound is O=C(O)[C@H]1C[C@@H](CP(=O)(O)O)CCN1. The result is 0 (non-inhibitor). (2) The drug is COc1cc2c(c(OC)c1OC)-c1ccc(OC)c(=O)cc1[C@@H](NC(C)=O)CC2. The result is 1 (inhibitor).